Dataset: Peptide-MHC class II binding affinity with 134,281 pairs from IEDB. Task: Regression. Given a peptide amino acid sequence and an MHC pseudo amino acid sequence, predict their binding affinity value. This is MHC class II binding data. (1) The peptide sequence is QENWNTSIKTLKFDA. The MHC is DRB4_0101 with pseudo-sequence DRB4_0103. The binding affinity (normalized) is 0.543. (2) The binding affinity (normalized) is 0.243. The MHC is DRB1_1201 with pseudo-sequence DRB1_1201. The peptide sequence is SLFFSAQPFEITAST. (3) The peptide sequence is DASFKESFAIHLDYT. The MHC is DRB1_0301 with pseudo-sequence DRB1_0301. The binding affinity (normalized) is 0.505.